Predict the reactants needed to synthesize the given product. From a dataset of Full USPTO retrosynthesis dataset with 1.9M reactions from patents (1976-2016). Given the product [CH3:37][CH:36]([NH:39][C:40](=[N:1][CH2:2][CH2:3][CH2:4][C@H:5]([NH:13][C:14]([C:16]1[C:17](=[O:35])[N:18]([CH:22]([C:29]2[CH:34]=[CH:33][CH:32]=[CH:31][CH:30]=2)[C:23]2[CH:28]=[CH:27][CH:26]=[CH:25][CH:24]=2)[CH:19]=[CH:20][CH:21]=1)=[O:15])[C:6]([O:8][C:9]([CH3:12])([CH3:11])[CH3:10])=[O:7])[NH:41][CH:42]([CH3:44])[CH3:43])[CH3:38], predict the reactants needed to synthesize it. The reactants are: [NH2:1][CH2:2][CH2:3][CH2:4][C@H:5]([NH:13][C:14]([C:16]1[C:17](=[O:35])[N:18]([CH:22]([C:29]2[CH:34]=[CH:33][CH:32]=[CH:31][CH:30]=2)[C:23]2[CH:28]=[CH:27][CH:26]=[CH:25][CH:24]=2)[CH:19]=[CH:20][CH:21]=1)=[O:15])[C:6]([O:8][C:9]([CH3:12])([CH3:11])[CH3:10])=[O:7].[CH:36]([N:39]=[C:40]=[N:41][CH:42]([CH3:44])[CH3:43])([CH3:38])[CH3:37].